Dataset: Full USPTO retrosynthesis dataset with 1.9M reactions from patents (1976-2016). Task: Predict the reactants needed to synthesize the given product. (1) Given the product [CH3:8][C:2]([O:9][C:10]1[C:14]([C:15]2[C:24]3[C:19](=[CH:20][CH:21]=[CH:22][CH:23]=3)[CH:18]=[CH:17][CH:16]=2)=[C:13]([CH3:25])[NH:12][N:11]=1)([CH3:1])[C:3]([OH:5])=[O:4], predict the reactants needed to synthesize it. The reactants are: [CH3:1][C:2]([O:9][C:10]1[C:14]([C:15]2[C:24]3[C:19](=[CH:20][CH:21]=[CH:22][CH:23]=3)[CH:18]=[CH:17][CH:16]=2)=[C:13]([CH3:25])[NH:12][N:11]=1)([CH3:8])[C:3]([O:5]CC)=[O:4].[OH-].[Na+]. (2) Given the product [CH2:1]([O:3][C:4]([C:6]1[NH:7][C:8]2[C:13]([CH:14]=1)=[CH:12][C:11]([C:20]1[CH:19]=[C:18]([Cl:17])[CH:23]=[C:22]([Cl:24])[CH:21]=1)=[CH:10][CH:9]=2)=[O:5])[CH3:2], predict the reactants needed to synthesize it. The reactants are: [CH2:1]([O:3][C:4]([C:6]1[NH:7][C:8]2[C:13]([C:14]=1Cl)=[CH:12][C:11](Br)=[CH:10][CH:9]=2)=[O:5])[CH3:2].[Cl:17][C:18]1[CH:19]=[C:20](B(O)O)[CH:21]=[C:22]([Cl:24])[CH:23]=1.C1C=CC(P(C2C=CC=CC=2)C2C=CC=CC=2)=CC=1.C([O-])([O-])=O.[Na+].[Na+]. (3) Given the product [Cl:19][C:15]1[C:14]([F:20])=[C:13]([CH:12]2[C:11]([C:23]3[CH:28]=[CH:27][C:26]([Cl:29])=[CH:25][C:24]=3[F:30])([C:21]#[N:22])[CH:10]([CH3:31])[N:9]([CH2:32][C:33]3[CH:38]=[CH:37][CH:36]=[C:35]([O:39][CH3:40])[CH:34]=3)[CH:8]2[C:6]([OH:7])=[O:5])[CH:18]=[CH:17][CH:16]=1, predict the reactants needed to synthesize it. The reactants are: C([O:5][C:6]([CH:8]1[CH:12]([C:13]2[CH:18]=[CH:17][CH:16]=[C:15]([Cl:19])[C:14]=2[F:20])[C:11]([C:23]2[CH:28]=[CH:27][C:26]([Cl:29])=[CH:25][C:24]=2[F:30])([C:21]#[N:22])[CH:10]([CH3:31])[N:9]1[CH2:32][C:33]1[CH:38]=[CH:37][CH:36]=[C:35]([O:39][CH3:40])[CH:34]=1)=[O:7])(C)(C)C.FC(F)(F)C(O)=O. (4) Given the product [Br:1][C:2]1[CH:10]=[C:9]2[C:5]([CH2:6][C:7]3([CH2:22][CH2:21][C:16]4[CH:17]=[CH:18][CH:19]=[CH:20][C:15]=4[CH2:14][CH2:13]3)[C:8]2=[O:11])=[CH:4][CH:3]=1, predict the reactants needed to synthesize it. The reactants are: [Br:1][C:2]1[CH:10]=[C:9]2[C:5]([CH2:6][CH2:7][C:8]2=[O:11])=[CH:4][CH:3]=1.Br[CH2:13][CH2:14][C:15]1[CH:20]=[CH:19][CH:18]=[CH:17][C:16]=1[CH2:21][CH2:22]Br.[H-].[Na+]. (5) Given the product [CH2:1]([O:8][CH2:9][CH2:10][CH2:11][O:12][C:13]1[CH:14]=[CH:15][C:16]([CH:19]2[CH2:24][CH2:23][N:22]([C:25]([O:27][C:28]([CH3:31])([CH3:30])[CH3:29])=[O:26])[CH2:21][CH:20]2[O:32][CH2:33][C:34]2[CH:35]=[C:36]3[C:41](=[CH:42][CH:43]=2)[CH2:40][N:39]([CH3:44])[CH2:38][CH2:37]3)=[CH:17][CH:18]=1)[C:2]1[CH:7]=[CH:6][CH:5]=[CH:4][CH:3]=1, predict the reactants needed to synthesize it. The reactants are: [CH2:1]([O:8][CH2:9][CH2:10][CH2:11][O:12][C:13]1[CH:18]=[CH:17][C:16]([CH:19]2[CH2:24][CH2:23][N:22]([C:25]([O:27][C:28]([CH3:31])([CH3:30])[CH3:29])=[O:26])[CH2:21][CH:20]2[O:32][CH2:33][C:34]2[CH:35]=[C:36]3[C:41](=[CH:42][CH:43]=2)[CH:40]=[N:39][CH:38]=[CH:37]3)=[CH:15][CH:14]=1)[C:2]1[CH:7]=[CH:6][CH:5]=[CH:4][CH:3]=1.[CH3:44]I.[BH4-].[Na+].